Dataset: TCR-epitope binding with 47,182 pairs between 192 epitopes and 23,139 TCRs. Task: Binary Classification. Given a T-cell receptor sequence (or CDR3 region) and an epitope sequence, predict whether binding occurs between them. (1) The epitope is CTELKLSDY. The TCR CDR3 sequence is CASSLIGGGNTEAFF. Result: 0 (the TCR does not bind to the epitope). (2) Result: 1 (the TCR binds to the epitope). The epitope is AVFDRKSDAK. The TCR CDR3 sequence is CSARGMEREALETQYF. (3) The epitope is FTYASALWEI. The TCR CDR3 sequence is CASSQRLAGEFNEQFF. Result: 0 (the TCR does not bind to the epitope). (4) The epitope is VLAWLYAAV. The TCR CDR3 sequence is CASSLLQGGEQFF. Result: 0 (the TCR does not bind to the epitope).